Predict the product of the given reaction. From a dataset of Forward reaction prediction with 1.9M reactions from USPTO patents (1976-2016). (1) Given the reactants C(=O)([O-])[O-].[Cs+].[Cs+].[OH:7][C:8]1[CH:15]=[C:14]([O:16][CH2:17][C:18]2[C:19]([CH3:30])=[C:20]([C:24]3[CH:29]=[CH:28][CH:27]=[CH:26][CH:25]=3)[CH:21]=[CH:22][CH:23]=2)[CH:13]=[CH:12][C:9]=1[CH:10]=[O:11].Cl[CH2:32][C:33]1[CH:34]=[N:35][CH:36]=[C:37]([CH:40]=1)[C:38]#[N:39].Cl, predict the reaction product. The product is: [CH:10]([C:9]1[CH:12]=[CH:13][C:14]([O:16][CH2:17][C:18]2[C:19]([CH3:30])=[C:20]([C:24]3[CH:29]=[CH:28][CH:27]=[CH:26][CH:25]=3)[CH:21]=[CH:22][CH:23]=2)=[CH:15][C:8]=1[O:7][CH2:32][C:33]1[CH:34]=[N:35][CH:36]=[C:37]([CH:40]=1)[C:38]#[N:39])=[O:11]. (2) Given the reactants CO[CH:3](OC)[N:4]([CH3:6])[CH3:5].[N:9]1[C:10]([C:18]2[CH:23]=[CH:22][C:21]([C:24](=[O:26])[CH3:25])=[CH:20][CH:19]=2)=[CH:11][N:12]2[CH:17]=[CH:16][CH:15]=[CH:14][C:13]=12, predict the reaction product. The product is: [CH3:6][N:4]([CH3:5])/[CH:3]=[CH:25]/[C:24]([C:21]1[CH:22]=[CH:23][C:18]([C:10]2[N:9]=[C:13]3[CH:14]=[CH:15][CH:16]=[CH:17][N:12]3[CH:11]=2)=[CH:19][CH:20]=1)=[O:26]. (3) Given the reactants [CH3:1][O:2][C:3](=[O:33])[CH:4]([C:19]1[CH:24]=[C:23]([C:25]([F:28])([F:27])[F:26])[CH:22]=[C:21]([C:29]([F:32])([F:31])[F:30])[CH:20]=1)[N:5]1[C:14]2[C:9](=[CH:10][C:11]([Cl:16])=[C:12]([Cl:15])[CH:13]=2)[NH:8][CH:7]([CH2:17][CH3:18])[CH2:6]1.N1C=CC=CC=1.Cl[C:41]([O:43][CH2:44][CH3:45])=[O:42], predict the reaction product. The product is: [CH2:44]([O:43][C:41]([N:8]1[C:9]2[C:14](=[CH:13][C:12]([Cl:15])=[C:11]([Cl:16])[CH:10]=2)[N:5]([CH:4]([C:19]2[CH:24]=[C:23]([C:25]([F:28])([F:26])[F:27])[CH:22]=[C:21]([C:29]([F:30])([F:32])[F:31])[CH:20]=2)[C:3]([O:2][CH3:1])=[O:33])[CH2:6][CH:7]1[CH2:17][CH3:18])=[O:42])[CH3:45]. (4) Given the reactants Br[C:2]1[CH:7]=[C:6](F)[C:5]([N+:9]([O-])=O)=[CH:4][C:3]=1[F:12].[CH2:13]([NH2:15])[CH3:14].C([N:23]1[CH2:32][CH2:31][C:30]2[C:25](=[CH:26][CH:27]=[C:28]([O:33][CH3:34])[CH:29]=2)[CH:24]1[C:35](O)=O)(OC(C)(C)C)=O.Cl[C:39]1[CH:44]=[CH:43][N:42]=[C:41]([NH2:45])[N:40]=1, predict the reaction product. The product is: [CH2:13]([N:15]1[C:6]2[CH:7]=[C:2]([C:39]3[CH:44]=[CH:43][N:42]=[C:41]([NH2:45])[N:40]=3)[C:3]([F:12])=[CH:4][C:5]=2[N:9]=[C:35]1[CH:24]1[C:25]2[C:30](=[CH:29][C:28]([O:33][CH3:34])=[CH:27][CH:26]=2)[CH2:31][CH2:32][NH:23]1)[CH3:14]. (5) Given the reactants [F:1][C:2]1[CH:8]=[CH:7][C:5]([NH2:6])=[CH:4][CH:3]=1.[Cl:9][CH2:10][CH2:11][C:12](Cl)=[O:13], predict the reaction product. The product is: [Cl:9][CH2:10][CH2:11][C:12]([NH:6][C:5]1[CH:7]=[CH:8][C:2]([F:1])=[CH:3][CH:4]=1)=[O:13]. (6) Given the reactants C[O:2][C:3]([CH:5]1[CH2:10][CH2:9][CH2:8][CH:7]([NH:11][C:12]([C:14]2[CH:15]=[C:16]([CH:21]=[CH:22][C:23]=2[O:24][CH2:25][CH2:26][CH2:27][C:28]2[CH:33]=[CH:32][C:31]([O:34][CH2:35][CH2:36][CH2:37][CH2:38][O:39][C:40]3[CH:45]=[CH:44][CH:43]=[CH:42][CH:41]=3)=[CH:30][CH:29]=2)[C:17]([O:19]C)=[O:18])=[O:13])[CH2:6]1)=[O:4].[OH-].[Na+].Cl, predict the reaction product. The product is: [C:3]([CH:5]1[CH2:10][CH2:9][CH2:8][CH:7]([NH:11][C:12]([C:14]2[CH:15]=[C:16]([CH:21]=[CH:22][C:23]=2[O:24][CH2:25][CH2:26][CH2:27][C:28]2[CH:33]=[CH:32][C:31]([O:34][CH2:35][CH2:36][CH2:37][CH2:38][O:39][C:40]3[CH:41]=[CH:42][CH:43]=[CH:44][CH:45]=3)=[CH:30][CH:29]=2)[C:17]([OH:19])=[O:18])=[O:13])[CH2:6]1)([OH:4])=[O:2]. (7) Given the reactants Br[C:2]1[C:7]([O:8][CH3:9])=[CH:6][C:5]([CH2:10][OH:11])=[CH:4][C:3]=1[O:12][CH3:13].O1C=CCCC1.O.C1(C)C=CC(S(O)(=O)=O)=CC=1.[B:32](OC(C)C)([O:37]C(C)C)[O:33]C(C)C.Cl, predict the reaction product. The product is: [OH:11][CH2:10][C:5]1[CH:6]=[C:7]([O:8][CH3:9])[C:2]([B:32]([OH:37])[OH:33])=[C:3]([O:12][CH3:13])[CH:4]=1. (8) Given the reactants Cl.Cl.[NH2:3][C@H:4]([CH2:22][OH:23])[CH2:5][C:6]1[CH:21]=[CH:20][C:9]([O:10][C:11]2[N:19]=[CH:18][CH:17]=[CH:16][C:12]=2[C:13]([NH2:15])=[O:14])=[CH:8][CH:7]=1.[O:24]1[C@H:26]([CH2:27][O:28][C:29]2[CH:34]=[CH:33][C:32]([O:35][CH2:36][C:37]3[CH:42]=[CH:41][CH:40]=[CH:39][CH:38]=3)=[CH:31][CH:30]=2)[CH2:25]1.C(N(CC)C(C)C)(C)C, predict the reaction product. The product is: [OH:23][CH2:22][C@@H:4]([NH:3][CH2:25][C@H:26]([OH:24])[CH2:27][O:28][C:29]1[CH:34]=[CH:33][C:32]([O:35][CH2:36][C:37]2[CH:42]=[CH:41][CH:40]=[CH:39][CH:38]=2)=[CH:31][CH:30]=1)[CH2:5][C:6]1[CH:7]=[CH:8][C:9]([O:10][C:11]2[N:19]=[CH:18][CH:17]=[CH:16][C:12]=2[C:13]([NH2:15])=[O:14])=[CH:20][CH:21]=1. (9) The product is: [F:27][C:15]([F:26])([F:14])[C:16]1[N:17]=[C:18]2[N:22]([C:23]=1[C:24]([OH:5])=[O:25])[CH:21]=[CH:20][S:19]2. Given the reactants Cl([O-])=O.[Na+].[OH2:5].O.P([O-])(O)(O)=O.[Na+].O.[F:14][C:15]([F:27])([F:26])[C:16]1[N:17]=[C:18]2[N:22]([C:23]=1[CH:24]=[O:25])[CH:21]=[CH:20][S:19]2, predict the reaction product. (10) Given the reactants [F:1][C:2]1[C:7]([S:8](Cl)(=[O:10])=[O:9])=[C:6]([F:12])[C:5]([F:13])=[C:4]([F:14])[C:3]=1[F:15].[OH-:16].[CH3:17][N+:18]([CH3:21])([CH3:20])[CH3:19], predict the reaction product. The product is: [CH3:17][N+:18]([CH3:21])([CH3:20])[CH3:19].[F:1][C:2]1[C:7]([S:8]([O-:16])(=[O:10])=[O:9])=[C:6]([F:12])[C:5]([F:13])=[C:4]([F:14])[C:3]=1[F:15].